Dataset: Reaction yield outcomes from USPTO patents with 853,638 reactions. Task: Predict the reaction yield, written as a fraction of the theoretical maximum amount of product (1.0 means a 100% yield; for example, 0.34 means a 34% yield). (1) The reactants are [CH3:1][N:2]([CH3:24])[S:3]([N:6]1[C:10]([CH:11]([C:13]2[CH:22]=[CH:21][C:16]3[O:17][CH2:18][CH2:19][O:20][C:15]=3[CH:14]=2)O)=[C:9]([CH3:23])[N:8]=[CH:7]1)(=[O:5])=[O:4].[F-].C([N+](CCCC)(CCCC)CCCC)CCC. The catalyst is C1COCC1. The product is [CH3:24][N:2]([CH3:1])[S:3]([N:6]1[C:10]([CH2:11][C:13]2[CH:22]=[CH:21][C:16]3[O:17][CH2:18][CH2:19][O:20][C:15]=3[CH:14]=2)=[C:9]([CH3:23])[N:8]=[CH:7]1)(=[O:4])=[O:5]. The yield is 0.870. (2) The reactants are C(OC([NH:8][C@H:9]([C:24]([O:26][CH3:27])=[O:25])[CH2:10][C:11]1[C:19]2[C:14](=[CH:15][CH:16]=[CH:17][CH:18]=2)[N:13]([CH2:20][CH2:21][CH2:22][CH3:23])[CH:12]=1)=O)(C)(C)C.[ClH:28].O1CCOCC1. The catalyst is C(Cl)Cl. The product is [ClH:28].[CH2:20]([N:13]1[C:14]2[C:19](=[CH:18][CH:17]=[CH:16][CH:15]=2)[C:11]([CH2:10][C@@H:9]([C:24]([O:26][CH3:27])=[O:25])[NH2:8])=[CH:12]1)[CH2:21][CH2:22][CH3:23]. The yield is 0.630. (3) The reactants are [Cl:1][C:2]1[CH:7]=[CH:6][CH:5]=[CH:4][C:3]=1[N:8]1[C:12]([S:13][C:14]2[CH:15]=[N:16][CH:17]=[C:18]([F:20])[CH:19]=2)=[CH:11][C:10]([CH2:21][N:22]([CH3:30])[C:23](=[O:29])[O:24][C:25]([CH3:28])([CH3:27])[CH3:26])=[N:9]1.C(#N)C.C([O-])([O-])=[O:35].C([O-])([O-])=O.OO.OO.OO.[Na+].[Na+].[Na+].[Na+].[OH2:52]. No catalyst specified. The product is [Cl:1][C:2]1[CH:7]=[CH:6][CH:5]=[CH:4][C:3]=1[N:8]1[C:12]([S:13]([C:14]2[CH:15]=[N:16][CH:17]=[C:18]([F:20])[CH:19]=2)(=[O:35])=[O:52])=[CH:11][C:10]([CH2:21][N:22]([CH3:30])[C:23](=[O:29])[O:24][C:25]([CH3:26])([CH3:27])[CH3:28])=[N:9]1. The yield is 0.640.